From a dataset of Catalyst prediction with 721,799 reactions and 888 catalyst types from USPTO. Predict which catalyst facilitates the given reaction. (1) Reactant: [CH3:1][O:2][C:3]1[CH:4]=[C:5]([C:13]2[N:14]=[C:15]([NH:18][C:19]([C:21]3[N:22]=[CH:23][C:24]([N:27]4[CH2:32][CH2:31][CH:30]([C:33]([O:35][CH2:36][CH3:37])=[O:34])[CH2:29][CH2:28]4)=[N:25][CH:26]=3)=[O:20])[S:16][CH:17]=2)[CH:6]=[C:7]([C:9]([F:12])([F:11])[F:10])[CH:8]=1.C=O.[C:40]([O:43][C:44](=O)C)(=[O:42])[CH3:41]. Product: [C:40]([O:43][CH2:44][C:17]1[S:16][C:15]([NH:18][C:19]([C:21]2[N:22]=[CH:23][C:24]([N:27]3[CH2:28][CH2:29][CH:30]([C:33]([O:35][CH2:36][CH3:37])=[O:34])[CH2:31][CH2:32]3)=[N:25][CH:26]=2)=[O:20])=[N:14][C:13]=1[C:5]1[CH:6]=[C:7]([C:9]([F:12])([F:10])[F:11])[CH:8]=[C:3]([O:2][CH3:1])[CH:4]=1)(=[O:42])[CH3:41]. The catalyst class is: 15. (2) Reactant: N#N.[CH3:3][O:4][C:5]1[CH:10]=[CH:9][C:8]([CH2:11][C@@H:12]([NH:25]C(=O)OC(C)(C)C)[C:13]2[NH:17][C:16]3[CH:18]=[CH:19][C:20]([N+:22]([O-:24])=[O:23])=[CH:21][C:15]=3[N:14]=2)=[CH:7][CH:6]=1.Cl. Product: [CH3:3][O:4][C:5]1[CH:10]=[CH:9][C:8]([CH2:11][C@H:12]([C:13]2[NH:17][C:16]3[CH:18]=[CH:19][C:20]([N+:22]([O-:24])=[O:23])=[CH:21][C:15]=3[N:14]=2)[NH2:25])=[CH:7][CH:6]=1. The catalyst class is: 135. (3) Product: [CH3:57][C:58]1[CH:62]=[C:61]([NH:63][C:44]2[CH:45]=[C:46]([C:53]([F:56])([F:55])[F:54])[CH:47]=[CH:48][C:49]=2[N+:50]([O-:52])=[O:51])[O:60][N:59]=1. Reactant: CC1(C)C2C(=C(P(C3C=CC=CC=3)C3C=CC=CC=3)C=CC=2)OC2C(P(C3C=CC=CC=3)C3C=CC=CC=3)=CC=CC1=2.Cl[C:44]1[C:49]([N+:50]([O-:52])=[O:51])=[CH:48][CH:47]=[C:46]([C:53]([F:56])([F:55])[F:54])[CH:45]=1.[CH3:57][C:58]1[CH:62]=[C:61]([NH2:63])[O:60][N:59]=1.C([O-])([O-])=O.[K+].[K+]. The catalyst class is: 160. (4) Reactant: [N:1]1[CH:6]=[CH:5][C:4]([C:7]([OH:9])=O)=[CH:3][CH:2]=1.CN(C(ON1N=NC2C=CC=NC1=2)=[N+](C)C)C.F[P-](F)(F)(F)(F)F.CCN(C(C)C)C(C)C.[Cl:43][C:44]1[CH:49]=[CH:48][C:47]([C:50]2[N:51]=[C:52]3[CH:57]=[CH:56][C:55]([C:58]4[CH:63]=[CH:62][CH:61]=[CH:60][CH:59]=4)=[CH:54][N:53]3[C:64]=2[CH2:65][N:66]2[CH2:71][CH2:70][NH:69][CH2:68][CH2:67]2)=[CH:46][CH:45]=1. Product: [Cl:43][C:44]1[CH:45]=[CH:46][C:47]([C:50]2[N:51]=[C:52]3[CH:57]=[CH:56][C:55]([C:58]4[CH:59]=[CH:60][CH:61]=[CH:62][CH:63]=4)=[CH:54][N:53]3[C:64]=2[CH2:65][N:66]2[CH2:71][CH2:70][N:69]([C:7]([C:4]3[CH:3]=[CH:2][N:1]=[CH:6][CH:5]=3)=[O:9])[CH2:68][CH2:67]2)=[CH:48][CH:49]=1. The catalyst class is: 3. (5) Reactant: Br.O1C2C=CC(O)=CC=2[NH:5]CC1.C[C:14]([CH3:17])([O-:16])[CH3:15].[Na+].[CH3:19][C:20]1([CH3:46])[CH2:44][C:24]2[N:25]=[C:26]([N:28]3[C:33]4C=C(C5C=CC=CC=5)C=[CH:37][C:32]=4[O:31][CH2:30][CH2:29]3)[S:27][C:23]=2[C:22](=[O:45])[CH2:21]1. Product: [CH3:46][C:20]1([CH3:19])[CH2:21][NH:5][C:22](=[O:45])[C:23]2[S:27][C:26]([N:28]3[C:33]4[CH:15]=[C:14]([OH:16])[CH:17]=[CH:37][C:32]=4[O:31][CH2:30][CH2:29]3)=[N:25][C:24]=2[CH2:44]1. The catalyst class is: 848.